Dataset: NCI-60 drug combinations with 297,098 pairs across 59 cell lines. Task: Regression. Given two drug SMILES strings and cell line genomic features, predict the synergy score measuring deviation from expected non-interaction effect. (1) Drug 1: CN1C2=C(C=C(C=C2)N(CCCl)CCCl)N=C1CCCC(=O)O.Cl. Synergy scores: CSS=-2.19, Synergy_ZIP=-0.242, Synergy_Bliss=-3.89, Synergy_Loewe=-2.57, Synergy_HSA=-4.80. Drug 2: CN(C(=O)NC(C=O)C(C(C(CO)O)O)O)N=O. Cell line: DU-145. (2) Drug 1: CCCS(=O)(=O)NC1=C(C(=C(C=C1)F)C(=O)C2=CNC3=C2C=C(C=N3)C4=CC=C(C=C4)Cl)F. Drug 2: CC1=C(C=C(C=C1)NC2=NC=CC(=N2)N(C)C3=CC4=NN(C(=C4C=C3)C)C)S(=O)(=O)N.Cl. Cell line: SNB-75. Synergy scores: CSS=10.4, Synergy_ZIP=3.22, Synergy_Bliss=12.7, Synergy_Loewe=10.7, Synergy_HSA=11.2. (3) Synergy scores: CSS=-21.9, Synergy_ZIP=15.4, Synergy_Bliss=4.95, Synergy_Loewe=-25.4, Synergy_HSA=-24.9. Drug 2: CS(=O)(=O)CCNCC1=CC=C(O1)C2=CC3=C(C=C2)N=CN=C3NC4=CC(=C(C=C4)OCC5=CC(=CC=C5)F)Cl. Cell line: CCRF-CEM. Drug 1: CC1=C(C(=CC=C1)Cl)NC(=O)C2=CN=C(S2)NC3=CC(=NC(=N3)C)N4CCN(CC4)CCO.